From a dataset of Full USPTO retrosynthesis dataset with 1.9M reactions from patents (1976-2016). Predict the reactants needed to synthesize the given product. (1) Given the product [ClH:32].[ClH:32].[C:1]1([C:7]2[CH:8]=[C:9]([N:13]3[CH2:18][CH2:17][NH:16][CH2:15][CH2:14]3)[CH:10]=[N:11][CH:12]=2)[CH:2]=[CH:3][CH:4]=[CH:5][CH:6]=1, predict the reactants needed to synthesize it. The reactants are: [C:1]1([C:7]2[CH:8]=[C:9]([N:13]3[CH2:18][CH2:17][N:16](C(OC(C)(C)C)=O)[CH2:15][CH2:14]3)[CH:10]=[N:11][CH:12]=2)[CH:6]=[CH:5][CH:4]=[CH:3][CH:2]=1.C(OCC)(=O)C.[ClH:32]. (2) Given the product [Cl:12][C:10]1[CH:11]=[C:2]([I:19])[CH:3]=[C:4]([Cl:13])[C:5]=1[C:6]([O:8][CH3:9])=[O:7], predict the reactants needed to synthesize it. The reactants are: N[C:2]1[CH:11]=[C:10]([Cl:12])[C:5]([C:6]([O:8][CH3:9])=[O:7])=[C:4]([Cl:13])[CH:3]=1.Cl.N([O-])=O.[Na+].[I-:19].[K+]. (3) Given the product [C:1]([O:5][C:6]([NH:8][C@@H:9]1[C@H:14]([NH:15][C:16]2[N:21]=[C:20]([C:43]3[S:42][C:39]4[C:38](=[N:37][N:36]([CH3:35])[C:40]=4[CH3:41])[CH:44]=3)[C:19]3[C:23](=[O:33])[N:24]([C:26]([O:28][C:29]([CH3:32])([CH3:31])[CH3:30])=[O:27])[CH2:25][C:18]=3[C:17]=2[F:34])[CH2:13][CH2:12][O:11][CH2:10]1)=[O:7])([CH3:4])([CH3:3])[CH3:2], predict the reactants needed to synthesize it. The reactants are: [C:1]([O:5][C:6]([NH:8][C@@H:9]1[C@H:14]([NH:15][C:16]2[N:21]=[C:20](Cl)[C:19]3[C:23](=[O:33])[N:24]([C:26]([O:28][C:29]([CH3:32])([CH3:31])[CH3:30])=[O:27])[CH2:25][C:18]=3[C:17]=2[F:34])[CH2:13][CH2:12][O:11][CH2:10]1)=[O:7])([CH3:4])([CH3:3])[CH3:2].[CH3:35][N:36]1[C:40]([CH3:41])=[C:39]2[S:42][C:43]([Sn](CCCC)(CCCC)CCCC)=[CH:44][C:38]2=[N:37]1. (4) Given the product [Br:1][C:2]1[CH:33]=[CH:32][C:5]([O:6][C:7]2[N:19]=[C:18]([C:20]3[CH:21]=[C:22]([F:27])[CH:23]=[C:24]([F:26])[CH:25]=3)[CH:17]=[C:16]([C:28]([F:29])([F:31])[F:30])[C:8]=2[C:9]([OH:11])=[O:10])=[C:4]([F:34])[CH:3]=1, predict the reactants needed to synthesize it. The reactants are: [Br:1][C:2]1[CH:33]=[CH:32][C:5]([O:6][C:7]2[N:19]=[C:18]([C:20]3[CH:25]=[C:24]([F:26])[CH:23]=[C:22]([F:27])[CH:21]=3)[CH:17]=[C:16]([C:28]([F:31])([F:30])[F:29])[C:8]=2[C:9]([O:11]C(C)(C)C)=[O:10])=[C:4]([F:34])[CH:3]=1. (5) Given the product [CH2:1]([C:3]1[CH:4]=[CH:5][C:6]([C:9]2[CH:14]=[CH:13][C:12]([C:15]3[S:16][C:17]([CH2:20][CH2:21][CH3:22])=[CH:18][CH:19]=3)=[C:11]([F:23])[CH:10]=2)=[CH:7][CH:8]=1)[CH3:2], predict the reactants needed to synthesize it. The reactants are: [CH2:1]([C:3]1[CH:8]=[CH:7][C:6]([C:9]2[CH:14]=[CH:13][C:12]([C:15]3[S:16][C:17]([CH:20]=[CH:21][CH3:22])=[CH:18][CH:19]=3)=[C:11]([F:23])[CH:10]=2)=[CH:5][CH:4]=1)[CH3:2]. (6) The reactants are: [C:1]1(/[CH:7]=[CH:8]/[C:9]2[CH:14]=[CH:13][CH:12]=[CH:11][CH:10]=2)[CH:6]=[CH:5][CH:4]=[CH:3][CH:2]=1.C([Li])CCC.Cl.[O:21]1CCCC1. Given the product [OH:21][C:4]1[CH:5]=[CH:6][C:1]([CH:7]=[CH2:8])=[CH:2][CH:3]=1.[C:1]1([CH:7]=[CH:8][C:9]2[CH:10]=[CH:11][CH:12]=[CH:13][CH:14]=2)[CH:6]=[CH:5][CH:4]=[CH:3][CH:2]=1, predict the reactants needed to synthesize it. (7) Given the product [N:1]1([C:6]2[CH:26]=[CH:25][C:9]([CH2:10][C:11]3[C:12]([CH3:24])=[C:13]([F:23])[C:14]([CH:21]=[O:29])=[C:15]([CH:20]=3)[C:16]([O:18][CH3:19])=[O:17])=[CH:8][CH:7]=2)[CH:5]=[CH:4][CH:3]=[N:2]1, predict the reactants needed to synthesize it. The reactants are: [N:1]1([C:6]2[CH:26]=[CH:25][C:9]([CH2:10][C:11]3[C:12]([CH3:24])=[C:13]([F:23])[C:14]([CH:21]=C)=[C:15]([CH:20]=3)[C:16]([O:18][CH3:19])=[O:17])=[CH:8][CH:7]=2)[CH:5]=[CH:4][CH:3]=[N:2]1.CC(C)=[O:29].C(#N)C.I([O-])(=O)(=O)=O.[Na+]. (8) Given the product [Cl:1][C:2]1[CH:8]=[C:7]([F:9])[CH:6]=[CH:5][C:3]=1[N:4]([CH3:10])[C:36]([C:23]1[S:22][C:26]2[C:27]3[CH:35]=[CH:34][CH:33]=[CH:32][C:28]=3[O:29][CH2:30][CH2:31][C:25]=2[CH:24]=1)=[O:37], predict the reactants needed to synthesize it. The reactants are: [Cl:1][C:2]1[CH:8]=[C:7]([F:9])[CH:6]=[CH:5][C:3]=1[NH2:4].[CH2:10](N(CC)CC)C.O1CCCC1.[S:22]1[C:26]2[C:27]3[CH:35]=[CH:34][CH:33]=[CH:32][C:28]=3[O:29][CH2:30][CH2:31][C:25]=2[CH:24]=[C:23]1[C:36](Cl)=[O:37]. (9) The reactants are: CS(O)(=O)=O.CCOC(C)=O.C(OC([N:19]1[C@H:23]([C:24](=[O:29])[NH:25][CH2:26][CH:27]=[CH2:28])[C:22]([CH3:31])([CH3:30])[S:21][CH2:20]1)=O)(C)(C)C. Given the product [CH2:26]([NH:25][C:24]([C@@H:23]1[C:22]([CH3:31])([CH3:30])[S:21][CH2:20][NH:19]1)=[O:29])[CH:27]=[CH2:28], predict the reactants needed to synthesize it. (10) The reactants are: [CH:1]1([C:4]2[CH:8]=[CH:7][NH:6][C:5]=2[C:9]([OH:11])=O)[CH2:3][CH2:2]1.[C:12](Cl)(=O)[C:13](Cl)=O. Given the product [CH:1]1([C:4]2[CH:8]=[CH:7][NH:6][C:5]=2[C:9]([NH:6][C:5]2[CH:4]=[CH:1][CH:2]=[CH:3][C:12]=2[CH3:13])=[O:11])[CH2:2][CH2:3]1, predict the reactants needed to synthesize it.